This data is from Forward reaction prediction with 1.9M reactions from USPTO patents (1976-2016). The task is: Predict the product of the given reaction. (1) The product is: [CH2:36]([O:29][C:28](=[O:30])[C:27]1[CH:31]=[CH:32][C:24]([NH:23][C:21]([C:18]2[CH:19]=[CH:20][C:15]3[O:14][CH2:13][CH2:12][N:11]([S:8]([C:6]4[CH:7]=[C:2]([Cl:1])[CH:3]=[CH:4][C:5]=4[O:34][CH3:35])(=[O:9])=[O:10])[C:16]=3[CH:17]=2)=[O:22])=[CH:25][C:26]=1[F:33])[CH3:37]. Given the reactants [Cl:1][C:2]1[CH:3]=[CH:4][C:5]([O:34][CH3:35])=[C:6]([S:8]([N:11]2[C:16]3[CH:17]=[C:18]([C:21]([NH:23][C:24]4[CH:32]=[CH:31][C:27]([C:28]([OH:30])=[O:29])=[C:26]([F:33])[CH:25]=4)=[O:22])[CH:19]=[CH:20][C:15]=3[O:14][CH2:13][CH2:12]2)(=[O:10])=[O:9])[CH:7]=1.[CH2:36](OC(=O)C1C=CC(N)=CC=1F)[CH3:37], predict the reaction product. (2) Given the reactants [F:1][C:2]1[CH:3]=[CH:4][C:5]([N+:16]([O-])=O)=[C:6]([NH:8][C:9]2[CH:14]=[CH:13][CH:12]=[C:11]([F:15])[CH:10]=2)[CH:7]=1, predict the reaction product. The product is: [F:1][C:2]1[CH:7]=[C:6]([NH:8][C:9]2[CH:14]=[CH:13][CH:12]=[C:11]([F:15])[CH:10]=2)[C:5]([NH2:16])=[CH:4][CH:3]=1. (3) Given the reactants [Br:1][C:2]1[CH:7]=[CH:6][C:5]([C:8]([CH:10]2[CH2:12][CH2:11]2)=[O:9])=[CH:4][CH:3]=1.C[Si]([C:17]([F:20])([F:19])[F:18])(C)C.[F-].C([N+](CCCC)(CCCC)CCCC)CCC, predict the reaction product. The product is: [Br:1][C:2]1[CH:3]=[CH:4][C:5]([C:8]([CH:10]2[CH2:11][CH2:12]2)([OH:9])[C:17]([F:20])([F:19])[F:18])=[CH:6][CH:7]=1. (4) Given the reactants [NH2:1][CH2:2][CH2:3][C:4]1[N:5]=[C:6]([NH:9][C:10]2[C:15]([O:16][CH2:17][C:18]3[CH:23]=[CH:22][CH:21]=[CH:20][CH:19]=3)=[CH:14][CH:13]=[CH:12][N:11]=2)[S:7][CH:8]=1.[N:24]([C:27]1[CH:32]=[CH:31][CH:30]=[CH:29][CH:28]=1)=[C:25]=[O:26].C(OCC)(=O)C, predict the reaction product. The product is: [CH2:17]([O:16][C:15]1[C:10]([NH:9][C:6]2[S:7][CH:8]=[C:4]([CH2:3][CH2:2][NH:1][C:25]([NH:24][C:27]3[CH:32]=[CH:31][CH:30]=[CH:29][CH:28]=3)=[O:26])[N:5]=2)=[N:11][CH:12]=[CH:13][CH:14]=1)[C:18]1[CH:23]=[CH:22][CH:21]=[CH:20][CH:19]=1.